From a dataset of Reaction yield outcomes from USPTO patents with 853,638 reactions. Predict the reaction yield, written as a fraction of the theoretical maximum amount of product (1.0 means a 100% yield; for example, 0.34 means a 34% yield). The reactants are [NH:1]1[C:9]2[C:4](=[CH:5][CH:6]=[C:7]([C:10]([O:12][CH3:13])=[O:11])[CH:8]=2)[CH:3]=[N:2]1.[OH-].[K+].[I:16]I.S(=O)(=O)(O)[O-].[Na+]. The catalyst is CN(C)C=O. The product is [I:16][C:3]1[C:4]2[C:9](=[CH:8][C:7]([C:10]([O:12][CH3:13])=[O:11])=[CH:6][CH:5]=2)[NH:1][N:2]=1. The yield is 0.780.